This data is from Catalyst prediction with 721,799 reactions and 888 catalyst types from USPTO. The task is: Predict which catalyst facilitates the given reaction. (1) Reactant: [N:1]1[C:10]2[NH:9][C:8]3[CH:11]=[C:12]([CH2:15][NH:16][C:17]([NH2:19])=[S:18])[CH:13]=[CH:14][C:7]=3[S:6][C:5]=2[N:4]=[CH:3][CH:2]=1.[CH3:20]N(C)C=O.CI.C(=O)([O-])[O-].[K+].[K+]. Product: [N:1]1[C:10]2[NH:9][C:8]3[CH:11]=[C:12]([CH2:15][NH:16][C:17](=[NH:19])[S:18][CH3:20])[CH:13]=[CH:14][C:7]=3[S:6][C:5]=2[N:4]=[CH:3][CH:2]=1. The catalyst class is: 372. (2) Reactant: [H-].[Na+].[Br:3][C:4]1[CH:5]=[CH:6][C:7]([CH:10]([OH:15])[C:11]([F:14])([F:13])[F:12])=[N:8][CH:9]=1.[F:16][C:17]([F:23])([F:22])[S:18](Cl)(=[O:20])=[O:19]. Product: [Br:3][C:4]1[CH:5]=[CH:6][C:7]([CH:10]([O:15][S:18]([C:17]([F:23])([F:22])[F:16])(=[O:20])=[O:19])[C:11]([F:12])([F:13])[F:14])=[N:8][CH:9]=1. The catalyst class is: 27. (3) Reactant: [C:1]([NH:4][CH2:5][CH2:6][C:7]1[O:8][C:9]2[C:15]([CH2:16][O:17][C:18]3[CH:23]=[CH:22][C:21]([CH2:24][CH2:25][C:26]([O:28]CC)=[O:27])=[C:20]([CH3:31])[C:19]=3[CH3:32])=[CH:14][C:13]([F:33])=[CH:12][C:10]=2[CH:11]=1)(=[O:3])[CH3:2].[Li+].[OH-]. Product: [C:1]([NH:4][CH2:5][CH2:6][C:7]1[O:8][C:9]2[C:15]([CH2:16][O:17][C:18]3[CH:23]=[CH:22][C:21]([CH2:24][CH2:25][C:26]([OH:28])=[O:27])=[C:20]([CH3:31])[C:19]=3[CH3:32])=[CH:14][C:13]([F:33])=[CH:12][C:10]=2[CH:11]=1)(=[O:3])[CH3:2]. The catalyst class is: 20. (4) Reactant: [OH:1][C:2]1[CH:10]=[CH:9][C:5]([C:6]([OH:8])=[O:7])=[CH:4][CH:3]=1.CC(C)([O-])C.[K+].[CH2:17](Br)[C:18]1[CH:23]=[CH:22][CH:21]=[CH:20][CH:19]=1.[OH-].[Na+]. Product: [CH2:17]([O:1][C:2]1[CH:10]=[CH:9][C:5]([C:6]([OH:8])=[O:7])=[CH:4][CH:3]=1)[C:18]1[CH:23]=[CH:22][CH:21]=[CH:20][CH:19]=1. The catalyst class is: 18. (5) Reactant: [F:1][C:2]1[CH:3]=[N:4][CH:5]=[CH:6][C:7]=1[C:8]1[C:9]([C:16]2[CH:17]=[N:18][CH:19]=[CH:20][CH:21]=2)=[N:10][C:11]([NH2:15])=[C:12]([NH2:14])[CH:13]=1.[CH:22]1([C:25](C(Cl)=O)=[O:26])[CH2:24][CH2:23]1. Product: [NH2:15][C:11]1[N:10]=[C:9]([C:16]2[CH:17]=[N:18][CH:19]=[CH:20][CH:21]=2)[C:8]([C:7]2[CH:6]=[CH:5][N:4]=[CH:3][C:2]=2[F:1])=[CH:13][C:12]=1[NH:14][C:25]([CH:22]1[CH2:24][CH2:23]1)=[O:26]. The catalyst class is: 17. (6) Reactant: OC1C(C(O)=O)=CC2C(C=1)=CC=CC=2.Cl.[OH-].[Na+].[CH3:18][N:19]([CH2:21][CH2:22][CH2:23][N:24]1[C:34]2[CH:35]=[CH:36][CH:37]=[CH:38][C:33]=2[CH2:32][CH2:31][C:30]2[CH:29]=[CH:28][CH:27]=[CH:26][C:25]1=2)[CH3:20].Cl. Product: [CH3:18][N:19]([CH2:21][CH2:22][CH2:23][N:24]1[C:25]2[CH:26]=[CH:27][CH:28]=[CH:29][C:30]=2[CH2:31][CH2:32][C:33]2[CH:38]=[CH:37][CH:36]=[CH:35][C:34]1=2)[CH3:20]. The catalyst class is: 6. (7) Reactant: Cl.Cl.Cl.[NH:4]1[CH2:9][CH2:8][CH:7]([NH:10][C:11]2[C:16]([C:17]([NH2:19])=[O:18])=[CH:15][N:14]=[C:13]([NH:20][C:21]3[CH:26]=[N:25][CH:24]=[CH:23][N:22]=3)[CH:12]=2)[CH2:6][CH2:5]1.C(N(CC)CC)C.[C:34]([C:36]1[CH:41]=[CH:40][C:39]([S:42](Cl)(=[O:44])=[O:43])=[CH:38][CH:37]=1)#[N:35]. Product: [C:34]([C:36]1[CH:37]=[CH:38][C:39]([S:42]([N:4]2[CH2:9][CH2:8][CH:7]([NH:10][C:11]3[C:16]([C:17]([NH2:19])=[O:18])=[CH:15][N:14]=[C:13]([NH:20][C:21]4[CH:26]=[N:25][CH:24]=[CH:23][N:22]=4)[CH:12]=3)[CH2:6][CH2:5]2)(=[O:44])=[O:43])=[CH:40][CH:41]=1)#[N:35]. The catalyst class is: 3.